This data is from Reaction yield outcomes from USPTO patents with 853,638 reactions. The task is: Predict the reaction yield, written as a fraction of the theoretical maximum amount of product (1.0 means a 100% yield; for example, 0.34 means a 34% yield). (1) The reactants are [OH:1][C:2]1[CH:7]=[CH:6][C:5]([C:8]2[O:9][C:10]3[C:16]([C:17]([CH3:19])=[CH2:18])=[CH:15][C:14]([OH:20])=[CH:13][C:11]=3[N:12]=2)=[CH:4][CH:3]=1. The catalyst is CCOC(C)=O.C(O)C.[Pd]. The product is [OH:1][C:2]1[CH:3]=[CH:4][C:5]([C:8]2[O:9][C:10]3[C:16]([CH:17]([CH3:18])[CH3:19])=[CH:15][C:14]([OH:20])=[CH:13][C:11]=3[N:12]=2)=[CH:6][CH:7]=1. The yield is 0.900. (2) The reactants are Cl[C:2]1C=C(Cl)C=C(OC)C=1C(O)=O.[Cl:14][C:15]1[CH:23]=[C:22]([O:24][CH3:25])[CH:21]=[C:20]([Cl:26])[C:16]=1[C:17]([OH:19])=[O:18].S(Cl)(Cl)=O.N1C=CC=CC=1. The catalyst is Cl.CO. The product is [Cl:14][C:15]1[CH:23]=[C:22]([O:24][CH3:25])[CH:21]=[C:20]([Cl:26])[C:16]=1[C:17]([O:19][CH3:2])=[O:18]. The yield is 0.230.